Dataset: Full USPTO retrosynthesis dataset with 1.9M reactions from patents (1976-2016). Task: Predict the reactants needed to synthesize the given product. Given the product [CH3:1][O:2][C:3](=[O:4])[NH:5][C@H:6]([C:7](=[O:8])[NH:55][CH2:54][CH2:53][CH2:52][CH2:51][C@H:50]([N:56]([S:61]([C:64]1[CH:65]=[CH:66][C:67]([NH2:70])=[CH:68][CH:69]=1)(=[O:62])=[O:63])[CH2:57][CH:58]([CH3:60])[CH3:59])[CH2:49][O:48][P:47]([OH:71])([OH:46])=[O:74])[CH:10]([C:17]1[CH:22]=[CH:21][CH:20]=[CH:19][CH:18]=1)[C:11]1[CH:16]=[CH:15][CH:14]=[CH:13][CH:12]=1, predict the reactants needed to synthesize it. The reactants are: [CH3:1][O:2][C:3]([NH:5][C@@H:6]([CH:10]([C:17]1[CH:22]=[CH:21][CH:20]=[CH:19][CH:18]=1)[C:11]1[CH:16]=[CH:15][CH:14]=[CH:13][CH:12]=1)[C:7](O)=[O:8])=[O:4].CCN=C=NCCCN(C)C.C1C=CC2N(O)N=NC=2C=1.C([O:46][P:47](=[O:74])([O:71]CC)[O:48][CH2:49][C@@H:50]([N:56]([S:61]([C:64]1[CH:69]=[CH:68][C:67]([NH2:70])=[CH:66][CH:65]=1)(=[O:63])=[O:62])[CH2:57][CH:58]([CH3:60])[CH3:59])[CH2:51][CH2:52][CH2:53][CH2:54][NH2:55])C.